Dataset: Forward reaction prediction with 1.9M reactions from USPTO patents (1976-2016). Task: Predict the product of the given reaction. (1) Given the reactants [Cl:1][C:2]1[CH:7]=[CH:6][C:5]([N:8]2[C:16](=[O:17])[C:15]3[N:14]=[CH:13][N:12]([C:18]4[CH:23]=[CH:22][CH:21]=[CH:20][CH:19]=4)[C:11]=3[N:10]=[C:9]2[C:24]2[CH:29]=[CH:28][C:27](B3OC(C)(C)C(C)(C)O3)=[CH:26][CH:25]=2)=[CH:4][CH:3]=1.[NH2:39][C:40]1[CH:45]=[CH:44][C:43](Br)=[CH:42][N:41]=1.C([O-])([O-])=O.[Cs+].[Cs+], predict the reaction product. The product is: [NH2:39][C:40]1[N:41]=[CH:42][C:43]([C:27]2[CH:28]=[CH:29][C:24]([C:9]3[N:8]([C:5]4[CH:4]=[CH:3][C:2]([Cl:1])=[CH:7][CH:6]=4)[C:16](=[O:17])[C:15]4[N:14]=[CH:13][N:12]([C:18]5[CH:23]=[CH:22][CH:21]=[CH:20][CH:19]=5)[C:11]=4[N:10]=3)=[CH:25][CH:26]=2)=[CH:44][CH:45]=1. (2) Given the reactants [C:1]([C:4]([C@@H:17]1[CH2:21][CH2:20][N:19]([CH2:22][CH2:23][CH2:24][CH2:25][CH2:26][CH2:27][CH:28](OC)[O:29]C)[CH2:18]1)([C:11]1[CH:16]=[CH:15][CH:14]=[CH:13][CH:12]=1)[C:5]1[CH:10]=[CH:9][CH:8]=[CH:7][CH:6]=1)(=[O:3])[NH2:2].C(#N)C.Cl, predict the reaction product. The product is: [C:1]([C:4]([C@@H:17]1[CH2:21][CH2:20][N:19]([CH2:22][CH2:23][CH2:24][CH2:25][CH2:26][CH2:27][CH:28]=[O:29])[CH2:18]1)([C:11]1[CH:12]=[CH:13][CH:14]=[CH:15][CH:16]=1)[C:5]1[CH:10]=[CH:9][CH:8]=[CH:7][CH:6]=1)(=[O:3])[NH2:2]. (3) Given the reactants Cl[C:2]1[N:7]=[C:6]([Cl:8])[N:5]=[C:4]([Cl:9])[N:3]=1.[CH3:10][C:11]1[CH:16]=[C:15]([Cl:17])[CH:14]=[C:13]([CH3:18])[C:12]=1[OH:19], predict the reaction product. The product is: [Cl:9][C:4]1[N:5]=[C:6]([Cl:8])[N:7]=[C:2]([O:19][C:12]2[C:11]([CH3:10])=[CH:16][C:15]([Cl:17])=[CH:14][C:13]=2[CH3:18])[N:3]=1. (4) Given the reactants [CH:1]([N:14]1[CH2:17][C:16](=[O:18])[CH2:15]1)([C:8]1[CH:13]=[CH:12][CH:11]=[CH:10][CH:9]=1)[C:2]1[CH:7]=[CH:6][CH:5]=[CH:4][CH:3]=1.[CH2:19]([Mg]Br)[CH3:20].C(=O)([O-])O.[Na+], predict the reaction product. The product is: [CH:1]([N:14]1[CH2:17][C:16]([CH2:19][CH3:20])([OH:18])[CH2:15]1)([C:8]1[CH:13]=[CH:12][CH:11]=[CH:10][CH:9]=1)[C:2]1[CH:3]=[CH:4][CH:5]=[CH:6][CH:7]=1.